From a dataset of Catalyst prediction with 721,799 reactions and 888 catalyst types from USPTO. Predict which catalyst facilitates the given reaction. (1) Reactant: [F:1][C:2]([F:12])([F:11])[C:3](=O)[CH2:4][C:5]([O:7][CH2:8][CH3:9])=[O:6].[CH:13]([O-])([O-])OCC.C(OC(=O)C)(=O)C.[NH2:26][NH:27][C:28]([NH2:30])=[S:29].Br[CH2:32][C:33]([C:35]1[CH:40]=[CH:39][C:38]([Cl:41])=[C:37]([Cl:42])[CH:36]=1)=O. Product: [Cl:42][C:37]1[CH:36]=[C:35]([C:33]2[N:30]=[C:28]([N:27]3[C:3]([C:2]([F:12])([F:11])[F:1])=[C:4]([C:5]([O:7][CH2:8][CH3:9])=[O:6])[CH:13]=[N:26]3)[S:29][CH:32]=2)[CH:40]=[CH:39][C:38]=1[Cl:41]. The catalyst class is: 8. (2) Reactant: [Cl:1][C:2]1[C:7]([F:8])=[C:6]([F:9])[CH:5]=[CH:4][C:3]=1[CH2:10][NH:11][C:12]([CH:14]1[CH2:18][NH:17][C:16](=[O:19])[N:15]1[CH3:20])=[O:13].I[C:22]1[N:26]([CH3:27])[N:25]=[CH:24][CH:23]=1.P([O-])([O-])([O-])=O.[K+].[K+].[K+].CN(C)[C@@H]1CCCC[C@H]1N. Product: [Cl:1][C:2]1[C:7]([F:8])=[C:6]([F:9])[CH:5]=[CH:4][C:3]=1[CH2:10][NH:11][C:12]([CH:14]1[CH2:18][N:17]([C:22]2[N:26]([CH3:27])[N:25]=[CH:24][CH:23]=2)[C:16](=[O:19])[N:15]1[CH3:20])=[O:13]. The catalyst class is: 185.